Dataset: Catalyst prediction with 721,799 reactions and 888 catalyst types from USPTO. Task: Predict which catalyst facilitates the given reaction. Reactant: [CH3:1][O:2][C:3]1[C:8]([CH2:9]O)=[CH:7][CH:6]=[C:5]([O:11][CH2:12][C:13]([F:16])([F:15])[F:14])[N:4]=1.[C:17]1(=[O:27])[NH:21][C:20](=[O:22])[C:19]2=[CH:23][CH:24]=[CH:25][CH:26]=[C:18]12.N(C(OC(C)(C)C)=O)=NC(OC(C)(C)C)=O.C1(P(C2C=CC=CC=2)C2C=CC=CC=2)C=CC=CC=1. Product: [CH3:1][O:2][C:3]1[C:8]([CH2:9][N:21]2[C:17](=[O:27])[C:18]3[C:19](=[CH:23][CH:24]=[CH:25][CH:26]=3)[C:20]2=[O:22])=[CH:7][CH:6]=[C:5]([O:11][CH2:12][C:13]([F:16])([F:15])[F:14])[N:4]=1. The catalyst class is: 7.